Dataset: Full USPTO retrosynthesis dataset with 1.9M reactions from patents (1976-2016). Task: Predict the reactants needed to synthesize the given product. Given the product [CH:1]1([CH2:6][C@H:7]([CH2:42][N:43]([CH:52]=[O:53])[OH:44])[C:8]([N:10]2[C@H:14]([C:15]([NH:17][C:18]3[CH:23]=[CH:22][N:21]=[C:20]([N:24]4[CH2:29][CH2:28][N:27]([CH3:30])[CH2:26][C@@H:25]4[CH3:31])[N:19]=3)=[O:16])[CH2:13][CH2:12][NH:11]2)=[O:9])[CH2:2][CH2:3][CH2:4][CH2:5]1, predict the reactants needed to synthesize it. The reactants are: [CH:1]1([CH2:6][C@H:7]([CH2:42][N:43]([CH:52]=[O:53])[O:44]CC2C=CC=CC=2)[C:8]([N:10]2[C@H:14]([C:15]([NH:17][C:18]3[CH:23]=[CH:22][N:21]=[C:20]([N:24]4[CH2:29][CH2:28][N:27]([CH3:30])[CH2:26][C@@H:25]4[CH3:31])[N:19]=3)=[O:16])[CH2:13][CH2:12][N:11]2C(OCC2C=CC=CC=2)=O)=[O:9])[CH2:5][CH2:4][CH2:3][CH2:2]1.